Dataset: Full USPTO retrosynthesis dataset with 1.9M reactions from patents (1976-2016). Task: Predict the reactants needed to synthesize the given product. (1) The reactants are: C(OC([NH:8][CH2:9][C@H:10]1[CH2:15][CH2:14][C@H:13]([C:16]([NH:18][C@@H:19]([CH2:43][C:44]2[CH:49]=[CH:48][C:47]([C:50]3[CH:55]=[CH:54][C:53]([C:56](=[O:65])[NH:57][CH:58]4[CH2:63][CH2:62][N:61]([CH3:64])[CH2:60][CH2:59]4)=[CH:52][C:51]=3[CH3:66])=[CH:46][CH:45]=2)[C:20]([NH:22][C:23]2[CH:28]=[CH:27][C:26]([C:29]3[NH:33][N:32]=[C:31]([C:34]([F:42])([F:41])[C:35]([F:40])([F:39])[C:36]([OH:38])=[O:37])[N:30]=3)=[CH:25][CH:24]=2)=[O:21])=[O:17])[CH2:12][CH2:11]1)=O)(C)(C)C.[ClH:67]. Given the product [ClH:67].[NH2:8][CH2:9][C@H:10]1[CH2:11][CH2:12][C@H:13]([C:16]([NH:18][C@@H:19]([CH2:43][C:44]2[CH:45]=[CH:46][C:47]([C:50]3[CH:55]=[CH:54][C:53]([C:56](=[O:65])[NH:57][CH:58]4[CH2:59][CH2:60][N:61]([CH3:64])[CH2:62][CH2:63]4)=[CH:52][C:51]=3[CH3:66])=[CH:48][CH:49]=2)[C:20]([NH:22][C:23]2[CH:28]=[CH:27][C:26]([C:29]3[NH:33][N:32]=[C:31]([C:34]([F:42])([F:41])[C:35]([F:39])([F:40])[C:36]([OH:38])=[O:37])[N:30]=3)=[CH:25][CH:24]=2)=[O:21])=[O:17])[CH2:14][CH2:15]1, predict the reactants needed to synthesize it. (2) Given the product [N:26]1[C:35]2[C:30](=[C:31]([N:36]3[C:5]([C:7]4[C:12](=[O:13])[CH:11]=[CH:10][N:9]([C:14]5[CH:15]=[CH:16][C:17]([O:20][C:21]([F:24])([F:23])[F:22])=[CH:18][CH:19]=5)[N:8]=4)=[CH:4][CH:3]=[N:37]3)[CH:32]=[CH:33][CH:34]=2)[CH:29]=[CH:28][CH:27]=1, predict the reactants needed to synthesize it. The reactants are: CN(C)/[CH:3]=[CH:4]/[C:5]([C:7]1[C:12](=[O:13])[CH:11]=[CH:10][N:9]([C:14]2[CH:19]=[CH:18][C:17]([O:20][C:21]([F:24])([F:23])[F:22])=[CH:16][CH:15]=2)[N:8]=1)=O.[N:26]1[C:35]2[C:30](=[C:31]([NH:36][NH2:37])[CH:32]=[CH:33][CH:34]=2)[CH:29]=[CH:28][CH:27]=1. (3) Given the product [CH2:36]([O:38][C:39](=[O:61])[C@@H:40]([NH:60][C:4](=[O:6])[C:3]1[C:7]([CH3:11])=[CH:8][CH:9]=[CH:10][C:2]=1[Cl:1])[CH2:41][C:42]1[CH:43]=[CH:44][C:45]([N:48]2[C:56](=[O:57])[C:55]3[C:50](=[CH:51][CH:52]=[CH:53][C:54]=3[CH3:58])[C:49]2=[O:59])=[CH:46][CH:47]=1)[CH3:37], predict the reactants needed to synthesize it. The reactants are: [Cl:1][C:2]1[CH:10]=[CH:9][CH:8]=[C:7]([CH3:11])[C:3]=1[C:4]([OH:6])=O.Cl.CN(C)CCCN=C=NCC.O.ON1C2C=CC=CC=2N=N1.Cl.[CH2:36]([O:38][C:39](=[O:61])[C@@H:40]([NH2:60])[CH2:41][C:42]1[CH:47]=[CH:46][C:45]([N:48]2[C:56](=[O:57])[C:55]3[C:50](=[CH:51][CH:52]=[CH:53][C:54]=3[CH3:58])[C:49]2=[O:59])=[CH:44][CH:43]=1)[CH3:37]. (4) Given the product [Cl:19][C:20]1[C:21]2[N:22]([CH:2]=[C:3]([CH2:4][C@@H:5]3[CH2:10][CH2:9][CH2:8][CH2:7][NH:6]3)[N:26]=2)[CH:23]=[CH:24][CH:25]=1, predict the reactants needed to synthesize it. The reactants are: Br[CH2:2][C:3](=O)[CH2:4][C@@H:5]1[CH2:10][CH2:9][CH2:8][CH2:7][N:6]1C(OC(C)(C)C)=O.[Cl:19][C:20]1[C:21]([NH2:26])=[N:22][CH:23]=[CH:24][CH:25]=1. (5) Given the product [Br:5][C:6]1[CH:11]=[CH:10][C:9]([CH2:12][Br:2])=[C:8]([Cl:14])[CH:7]=1, predict the reactants needed to synthesize it. The reactants are: P(Br)(Br)[Br:2].[Br:5][C:6]1[CH:11]=[CH:10][C:9]([CH2:12]O)=[C:8]([Cl:14])[CH:7]=1.[OH-].[Na+]. (6) Given the product [F:1][C:2]1[CH:3]=[CH:4][C:5]([N:8]2[C:11](=[O:12])[C@H:10]([S:13][CH2:14][CH:15]([C:17]3[CH:18]=[CH:19][C:20]([F:23])=[CH:21][CH:22]=3)[OH:16])[C@H:9]2[C:24]2[CH:25]=[CH:26][C:27]([O:28][CH2:29][C:30]([NH:32][CH2:33][C:34]([NH:75][C@@H:74]([C:76]([OH:78])=[O:77])[CH2:73][CH:68]3[CH2:69][CH2:70][CH2:71][CH2:72]3)=[O:35])=[O:31])=[CH:37][CH:38]=2)=[CH:6][CH:7]=1, predict the reactants needed to synthesize it. The reactants are: [F:1][C:2]1[CH:7]=[CH:6][C:5]([N:8]2[C:11](=[O:12])[C@H:10]([S:13][CH2:14][C:15]([C:17]3[CH:22]=[CH:21][C:20]([F:23])=[CH:19][CH:18]=3)=[O:16])[C@H:9]2[C:24]2[CH:38]=[CH:37][C:27]([O:28][CH2:29][C:30]([NH:32][CH2:33][C:34](O)=[O:35])=[O:31])=[CH:26][CH:25]=2)=[CH:4][CH:3]=1.CN1CCOCC1.CN(C(ON1N=NC2C=CC=CC1=2)=[N+](C)C)C.[B-](F)(F)(F)F.[CH:68]1([CH2:73][C@H:74]([C:76]([OH:78])=[O:77])[NH2:75])[CH2:72][CH2:71][CH2:70][CH2:69]1.[BH4-].[Na+]. (7) The reactants are: Br[C:2]1[CH:7]=[CH:6][N:5]=[C:4]([C:8]2[N:13]=[C:12]([OH:14])[C:11]([C:15]([NH:17][C:18]([CH3:26])([C:20]3[CH:25]=[CH:24][CH:23]=[CH:22][CH:21]=3)[CH3:19])=[O:16])=[CH:10][N:9]=2)[CH:3]=1.[C:27]([O-:30])(=[O:29])C.[K+]. Given the product [OH:14][C:12]1[C:11]([C:15]([NH:17][C:18]([CH3:26])([C:20]2[CH:25]=[CH:24][CH:23]=[CH:22][CH:21]=2)[CH3:19])=[O:16])=[CH:10][N:9]=[C:8]([C:4]2[CH:3]=[C:2]([CH:7]=[CH:6][N:5]=2)[C:27]([OH:30])=[O:29])[N:13]=1, predict the reactants needed to synthesize it. (8) Given the product [C:11]([O:15][C:16](=[O:17])[NH:18][CH2:22][CH2:21][CH2:20][C:19]([C:5]1[CH:6]=[CH:7][CH:8]=[C:3]([O:2][CH3:1])[CH:4]=1)=[O:23])([CH3:14])([CH3:12])[CH3:13], predict the reactants needed to synthesize it. The reactants are: [CH3:1][O:2][C:3]1[CH:4]=[C:5]([Mg]Br)[CH:6]=[CH:7][CH:8]=1.[C:11]([O:15][C:16]([N:18]1[CH2:22][CH2:21][CH2:20][C:19]1=[O:23])=[O:17])([CH3:14])([CH3:13])[CH3:12]. (9) The reactants are: [NH2:1][C:2]1[N:7]=[C:6]([N:8]2[CH2:13][CH2:12][CH2:11][C@H:10]([C:14]([OH:16])=O)[CH2:9]2)[CH:5]=[C:4]([C:17]2[CH:22]=[CH:21][C:20]([C:23]#[N:24])=[C:19]([F:25])[CH:18]=2)[N:3]=1.C(Cl)CCl.C1C=CC2N(O)N=NC=2C=1.[NH2:40][C:41]1[CH:46]=[CH:45][C:44]([CH3:47])=[CH:43][CH:42]=1. Given the product [NH2:1][C:2]1[N:7]=[C:6]([N:8]2[CH2:13][CH2:12][CH2:11][C@H:10]([C:14]([NH:40][C:41]3[CH:46]=[CH:45][C:44]([CH3:47])=[CH:43][CH:42]=3)=[O:16])[CH2:9]2)[CH:5]=[C:4]([C:17]2[CH:22]=[CH:21][C:20]([C:23]#[N:24])=[C:19]([F:25])[CH:18]=2)[N:3]=1, predict the reactants needed to synthesize it.